The task is: Regression. Given two drug SMILES strings and cell line genomic features, predict the synergy score measuring deviation from expected non-interaction effect.. This data is from NCI-60 drug combinations with 297,098 pairs across 59 cell lines. (1) Drug 1: CC1=C2C(C(=O)C3(C(CC4C(C3C(C(C2(C)C)(CC1OC(=O)C(C(C5=CC=CC=C5)NC(=O)OC(C)(C)C)O)O)OC(=O)C6=CC=CC=C6)(CO4)OC(=O)C)O)C)O. Drug 2: CS(=O)(=O)OCCCCOS(=O)(=O)C. Cell line: IGROV1. Synergy scores: CSS=2.01, Synergy_ZIP=-3.40, Synergy_Bliss=-2.95, Synergy_Loewe=-13.2, Synergy_HSA=-5.04. (2) Drug 1: CCC1(CC2CC(C3=C(CCN(C2)C1)C4=CC=CC=C4N3)(C5=C(C=C6C(=C5)C78CCN9C7C(C=CC9)(C(C(C8N6C=O)(C(=O)OC)O)OC(=O)C)CC)OC)C(=O)OC)O.OS(=O)(=O)O. Synergy scores: CSS=22.5, Synergy_ZIP=2.16, Synergy_Bliss=7.44, Synergy_Loewe=4.96, Synergy_HSA=6.32. Drug 2: C1=NC2=C(N1)C(=S)N=CN2. Cell line: HCT-15. (3) Drug 1: CC1C(C(CC(O1)OC2CC(CC3=C2C(=C4C(=C3O)C(=O)C5=C(C4=O)C(=CC=C5)OC)O)(C(=O)C)O)N)O.Cl. Drug 2: CN(C)C1=NC(=NC(=N1)N(C)C)N(C)C. Cell line: HT29. Synergy scores: CSS=20.8, Synergy_ZIP=0.338, Synergy_Bliss=-0.247, Synergy_Loewe=-39.4, Synergy_HSA=-5.39. (4) Drug 1: CN(C)N=NC1=C(NC=N1)C(=O)N. Drug 2: CN1C2=C(C=C(C=C2)N(CCCl)CCCl)N=C1CCCC(=O)O.Cl. Cell line: CCRF-CEM. Synergy scores: CSS=47.5, Synergy_ZIP=7.09, Synergy_Bliss=8.44, Synergy_Loewe=8.66, Synergy_HSA=9.56. (5) Drug 1: CCC1=CC2CC(C3=C(CN(C2)C1)C4=CC=CC=C4N3)(C5=C(C=C6C(=C5)C78CCN9C7C(C=CC9)(C(C(C8N6C)(C(=O)OC)O)OC(=O)C)CC)OC)C(=O)OC.C(C(C(=O)O)O)(C(=O)O)O. Drug 2: C1=C(C(=O)NC(=O)N1)F. Cell line: EKVX. Synergy scores: CSS=53.7, Synergy_ZIP=0.538, Synergy_Bliss=-0.521, Synergy_Loewe=2.43, Synergy_HSA=4.10. (6) Drug 1: CC1C(C(CC(O1)OC2CC(OC(C2O)C)OC3=CC4=CC5=C(C(=O)C(C(C5)C(C(=O)C(C(C)O)O)OC)OC6CC(C(C(O6)C)O)OC7CC(C(C(O7)C)O)OC8CC(C(C(O8)C)O)(C)O)C(=C4C(=C3C)O)O)O)O. Drug 2: C1CC(=O)NC(=O)C1N2C(=O)C3=CC=CC=C3C2=O. Cell line: UACC62. Synergy scores: CSS=17.1, Synergy_ZIP=1.49, Synergy_Bliss=1.36, Synergy_Loewe=-49.1, Synergy_HSA=-0.400. (7) Drug 1: C1=C(C(=O)NC(=O)N1)N(CCCl)CCCl. Drug 2: CC1C(C(CC(O1)OC2CC(CC3=C2C(=C4C(=C3O)C(=O)C5=C(C4=O)C(=CC=C5)OC)O)(C(=O)CO)O)N)O.Cl. Cell line: SW-620. Synergy scores: CSS=45.5, Synergy_ZIP=-3.69, Synergy_Bliss=-3.94, Synergy_Loewe=0.612, Synergy_HSA=4.22.